The task is: Predict the product of the given reaction.. This data is from Forward reaction prediction with 1.9M reactions from USPTO patents (1976-2016). (1) Given the reactants Br[CH2:2][C:3]1[CH:11]=[CH:10][C:6]([C:7]([OH:9])=[O:8])=[CH:5][CH:4]=1.[C-:12]#[N:13].[Na+].[OH-].[Na+], predict the reaction product. The product is: [C:12]([CH2:2][C:3]1[CH:11]=[CH:10][C:6]([C:7]([OH:9])=[O:8])=[CH:5][CH:4]=1)#[N:13]. (2) Given the reactants [N:1]1[CH:6]=[C:5]([C:7]2[C@:8]3([CH2:24][CH2:23][C@H:22]4[C@@H:13]([CH2:14][CH2:15][C:16]5[CH:17]=[C:18]([C:25](O)=[O:26])[CH:19]=[CH:20][C:21]=54)[C@@H:10]3[CH2:11][CH:12]=2)[CH3:9])[CH:4]=[N:3][CH:2]=1.Cl.[NH2:29][CH2:30][CH2:31][S:32]([NH2:35])(=[O:34])=[O:33], predict the reaction product. The product is: [N:1]1[CH:6]=[C:5]([C:7]2[C@:8]3([CH2:24][CH2:23][C@H:22]4[C@@H:13]([CH2:14][CH2:15][C:16]5[CH:17]=[C:18]([C:25]([NH:29][CH2:30][CH2:31][S:32](=[O:34])(=[O:33])[NH2:35])=[O:26])[CH:19]=[CH:20][C:21]=54)[C@@H:10]3[CH2:11][CH:12]=2)[CH3:9])[CH:4]=[N:3][CH:2]=1. (3) The product is: [CH3:35][C:8]1[CH:9]=[C:10]([O:13][CH:14]([C:18]2[C:19]([CH3:34])=[N:20][C:21]([C:24]3[CH:25]=[CH:26][C:27]([C:30]([F:32])([F:31])[F:33])=[CH:28][CH:29]=3)=[CH:22][CH:23]=2)[CH2:15][CH2:16][CH3:17])[CH:11]=[CH:12][C:7]=1[O:6][CH2:5][C:4]([OH:36])=[O:3]. Given the reactants C([O:3][C:4](=[O:36])[CH2:5][O:6][C:7]1[CH:12]=[CH:11][C:10]([O:13][CH:14]([C:18]2[C:19]([CH3:34])=[N:20][C:21]([C:24]3[CH:29]=[CH:28][C:27]([C:30]([F:33])([F:32])[F:31])=[CH:26][CH:25]=3)=[CH:22][CH:23]=2)[CH2:15][CH2:16][CH3:17])=[CH:9][C:8]=1[CH3:35])C.C(OC(=O)COC1C=CC(O)=CC=1C)C, predict the reaction product. (4) Given the reactants C([Si](C(C)C)(C(C)C)[O:5][C:6]([C:9]1[CH:13]=[CH:12][S:11][CH:10]=1)=[CH:7][Cl:8])(C)C, predict the reaction product. The product is: [Cl:8][CH2:7][C:6]([C:9]1[CH:13]=[CH:12][S:11][CH:10]=1)=[O:5]. (5) Given the reactants [C:1]([O:5][C:6]([N:8]1[CH2:13][CH2:12][C:11]2[N:14]([CH2:24][C:25]([F:28])([F:27])[F:26])[C:15]([C:17]3[CH:22]=[CH:21][N:20]=[C:19](N)[N:18]=3)=[CH:16][C:10]=2[C:9]1=[O:29])=[O:7])([CH3:4])([CH3:3])[CH3:2].[I-:30].[Cs+].II.N(OCCC(C)C)=O, predict the reaction product. The product is: [C:1]([O:5][C:6]([N:8]1[CH2:13][CH2:12][C:11]2[N:14]([CH2:24][C:25]([F:28])([F:27])[F:26])[C:15]([C:17]3[CH:22]=[CH:21][N:20]=[C:19]([I:30])[N:18]=3)=[CH:16][C:10]=2[C:9]1=[O:29])=[O:7])([CH3:4])([CH3:3])[CH3:2].